Dataset: Reaction yield outcomes from USPTO patents with 853,638 reactions. Task: Predict the reaction yield, written as a fraction of the theoretical maximum amount of product (1.0 means a 100% yield; for example, 0.34 means a 34% yield). (1) The reactants are Cl[C:2]1[N:3]=[C:4]2[CH:9]=[CH:8][C:7]([C:10]3[CH:15]=[CH:14][CH:13]=[CH:12][C:11]=3[F:16])=[N:6][N:5]2[CH:17]=1.[CH3:18][C:19]1[C:24]([N+:25]([O-:27])=[O:26])=[CH:23][C:22](B2OC(C)(C)C(C)(C)O2)=[CH:21][N:20]=1.C([O-])([O-])=O.[Na+].[Na+]. The catalyst is CC(O)C.O. The product is [F:16][C:11]1[CH:12]=[CH:13][CH:14]=[CH:15][C:10]=1[C:7]1[CH:8]=[CH:9][C:4]2[N:5]([CH:17]=[C:2]([C:22]3[CH:21]=[N:20][C:19]([CH3:18])=[C:24]([N+:25]([O-:27])=[O:26])[CH:23]=3)[N:3]=2)[N:6]=1. The yield is 0.110. (2) The reactants are Cl[C:2]1[CH:7]=[CH:6][C:5]([C:8]([NH:10][C:11]2[S:12][C:13]([C:21](=[O:28])[C:22]3[CH:27]=[CH:26][CH:25]=[CH:24][CH:23]=3)=[C:14]([C:16]3[O:17][CH:18]=[CH:19][CH:20]=3)[N:15]=2)=[O:9])=[CH:4][N:3]=1.[OH2:29]. The catalyst is N1CCOCC1. The product is [C:21]([C:13]1[S:12][C:11]([NH:10][C:8]([C:5]2[CH:6]=[CH:7][C:2]([N:3]3[CH2:4][CH2:5][O:29][CH2:7][CH2:2]3)=[N:3][CH:4]=2)=[O:9])=[N:15][C:14]=1[C:16]1[O:17][CH:18]=[CH:19][CH:20]=1)(=[O:28])[C:22]1[CH:27]=[CH:26][CH:25]=[CH:24][CH:23]=1. The yield is 0.720. (3) The reactants are [Cl:1][C:2]1[CH:7]=[CH:6][C:5]([C:8]([N:10]=[C:11]=[S:12])=[O:9])=[CH:4][CH:3]=1.[CH3:13][O:14][C:15]1[CH:16]=[C:17]2[C:22](=[CH:23][C:24]=1[O:25][CH3:26])[N:21]=[CH:20][CH:19]=[C:18]2[O:27][C:28]1[CH:34]=[CH:33][C:31]([NH2:32])=[CH:30][C:29]=1[CH3:35].C1(C)C=CC=CC=1. The catalyst is C(O)C. The product is [Cl:1][C:2]1[CH:3]=[CH:4][C:5]([C:8]([NH:10][C:11]([NH:32][C:31]2[CH:33]=[CH:34][C:28]([O:27][C:18]3[C:17]4[C:22](=[CH:23][C:24]([O:25][CH3:26])=[C:15]([O:14][CH3:13])[CH:16]=4)[N:21]=[CH:20][CH:19]=3)=[C:29]([CH3:35])[CH:30]=2)=[S:12])=[O:9])=[CH:6][CH:7]=1. The yield is 0.640. (4) The reactants are [C:1]([C:3]1[CH:21]=[CH:20][C:6]([O:7][CH2:8][CH2:9][CH:10]2[CH2:12][N:11]2[C:13]([O:15][C:16]([CH3:19])([CH3:18])[CH3:17])=[O:14])=[CH:5][CH:4]=1)#[N:2].[CH2:22]([S:26]([N:29]1[CH2:36][CH:35]2[CH2:37][CH:31]([CH2:32][NH:33][CH2:34]2)[CH2:30]1)(=[O:28])=[O:27])[CH2:23][CH2:24][CH3:25]. The catalyst is C(O)(C)C. The product is [CH2:22]([S:26]([N:29]1[CH2:30][CH:31]2[CH2:37][CH:35]([CH2:34][N:33]([CH2:12][CH:10]([NH:11][C:13](=[O:14])[O:15][C:16]([CH3:17])([CH3:18])[CH3:19])[CH2:9][CH2:8][O:7][C:6]3[CH:5]=[CH:4][C:3]([C:1]#[N:2])=[CH:21][CH:20]=3)[CH2:32]2)[CH2:36]1)(=[O:28])=[O:27])[CH2:23][CH2:24][CH3:25]. The yield is 0.810.